This data is from Catalyst prediction with 721,799 reactions and 888 catalyst types from USPTO. The task is: Predict which catalyst facilitates the given reaction. (1) Reactant: [CH3:1][C:2]1[O:3][C:4]([CH2:7][S:8][C:9]2[CH:14]=[CH:13][C:12]([N+:15]([O-])=O)=[CH:11][CH:10]=2)=[N:5][N:6]=1. Product: [CH3:1][C:2]1[O:3][C:4]([CH2:7][S:8][C:9]2[CH:14]=[CH:13][C:12]([NH2:15])=[CH:11][CH:10]=2)=[N:5][N:6]=1. The catalyst class is: 15. (2) Reactant: [F:1][C:2]1[CH:3]=[C:4]([NH:31][C:32](=[O:34])[CH3:33])[CH:5]=[CH:6][C:7]=1[O:8][C:9]1[CH:14]=[CH:13][N:12]=[C:11]2[N:15]([S:21]([C:24]3[CH:29]=[CH:28][C:27]([CH3:30])=[CH:26][CH:25]=3)(=[O:23])=[O:22])[CH:16]=[C:17]([CH2:18][CH2:19][OH:20])[C:10]=12.N1C=CC=CC=1.[C:41]1([CH3:51])[CH:46]=[CH:45][C:44]([S:47](Cl)(=[O:49])=[O:48])=[CH:43][CH:42]=1. Product: [CH3:51][C:41]1[CH:46]=[CH:45][C:44]([S:47]([O:20][CH2:19][CH2:18][C:17]2[C:10]3[C:11](=[N:12][CH:13]=[CH:14][C:9]=3[O:8][C:7]3[CH:6]=[CH:5][C:4]([NH:31][C:32](=[O:34])[CH3:33])=[CH:3][C:2]=3[F:1])[N:15]([S:21]([C:24]3[CH:29]=[CH:28][C:27]([CH3:30])=[CH:26][CH:25]=3)(=[O:22])=[O:23])[CH:16]=2)(=[O:49])=[O:48])=[CH:43][CH:42]=1. The catalyst class is: 96. (3) Reactant: [NH:1]([C:3]1[CH:11]=[CH:10][C:6]([C:7]([OH:9])=[O:8])=[CH:5][CH:4]=1)[NH2:2].[C:12](O[C:12]([O:14][C:15]([CH3:18])([CH3:17])[CH3:16])=[O:13])([O:14][C:15]([CH3:18])([CH3:17])[CH3:16])=[O:13]. Product: [C:12]([C:5]1[CH:4]=[C:3]([NH:1][NH2:2])[CH:11]=[CH:10][C:6]=1[C:7]([OH:9])=[O:8])([O:14][C:15]([CH3:18])([CH3:17])[CH3:16])=[O:13]. The catalyst class is: 9. (4) Reactant: [CH3:1][O:2][C:3]1[C:4]([CH3:34])=[C:5]([C:25]([O:32][CH3:33])=[C:26]([O:30][CH3:31])[C:27]=1[O:28][CH3:29])[CH2:6][C:7]1[CH:8]=[CH:9][C:10](OS(C(F)(F)F)(=O)=O)=[C:11]([CH:16]=1)[C:12](OC)=O.[C:35](=O)([O-])[O-].[Na+].[Na+].[Cl-].[Li+].[CH3:43][O:44][C:45]1C=C(B(O)O)C=[CH:49][CH:50]=1.[C:54]([O:57][CH2:58]C)(=[O:56])[CH3:55]. Product: [CH3:1][O:2][C:3]1[C:4]([CH3:34])=[C:5]([C:25]([O:32][CH3:33])=[C:26]([O:30][CH3:31])[C:27]=1[O:28][CH3:29])[CH2:6][C:7]1[CH:8]=[CH:9][C:10]([C:11]2[CH:12]=[CH:49][CH:50]=[C:45]([O:44][CH3:43])[CH:16]=2)=[C:55]([CH:35]=1)[C:54]([O:57][CH3:58])=[O:56]. The catalyst class is: 11. (5) Reactant: [O:1]=[C:2]1[N:10]2[C:11]([CH2:14][NH:15][C:16](=[O:23])[C:17]3[CH:22]=[CH:21][CH:20]=[CH:19][CH:18]=3)=[N:12][N:13]=[C:9]2[N:8]([CH2:24][CH2:25][CH2:26][CH2:27][CH3:28])[C:7]2[N:6]=[CH:5][NH:4][C:3]1=2.[Br:29]N1C(=O)CCC1=O. Product: [Br:29][C:5]1[NH:4][C:3]2[C:2](=[O:1])[N:10]3[C:11]([CH2:14][NH:15][C:16](=[O:23])[C:17]4[CH:18]=[CH:19][CH:20]=[CH:21][CH:22]=4)=[N:12][N:13]=[C:9]3[N:8]([CH2:24][CH2:25][CH2:26][CH2:27][CH3:28])[C:7]=2[N:6]=1. The catalyst class is: 1. (6) Reactant: [CH2:1]([O:8][C:9](=[O:26])[NH:10][C@H:11]1[CH2:16][CH2:15][C@H:14]([CH2:17][NH:18]C(OC(C)(C)C)=O)[CH2:13][CH2:12]1)[C:2]1[CH:7]=[CH:6][CH:5]=[CH:4][CH:3]=1.Cl.C(Cl)(Cl)[Cl:29]. Product: [ClH:29].[CH2:1]([O:8][C:9](=[O:26])[NH:10][C@H:11]1[CH2:16][CH2:15][C@H:14]([CH2:17][NH2:18])[CH2:13][CH2:12]1)[C:2]1[CH:3]=[CH:4][CH:5]=[CH:6][CH:7]=1. The catalyst class is: 25.